From a dataset of Reaction yield outcomes from USPTO patents with 853,638 reactions. Predict the reaction yield, written as a fraction of the theoretical maximum amount of product (1.0 means a 100% yield; for example, 0.34 means a 34% yield). The reactants are [Br:1][C:2]1[CH:3]=[CH:4][C:5]([CH2:8]C(OC(C)(C)C)=O)=[N:6][CH:7]=1.[H-].[Na+].Cl[C:19]([C:27]1[CH:32]=[CH:31][C:30]([O:33][CH3:34])=[C:29]([O:35][CH3:36])[CH:28]=1)=[C:20]([C:24]([O-:26])=O)C([O-])=O.O. The catalyst is CN(C=O)C.C(O)(C(F)(F)F)=O. The product is [Br:1][C:2]1[CH:3]=[CH:4][C:5]2[N:6]([C:24](=[O:26])[CH:20]=[C:19]([C:27]3[CH:32]=[CH:31][C:30]([O:33][CH3:34])=[C:29]([O:35][CH3:36])[CH:28]=3)[CH:8]=2)[CH:7]=1. The yield is 0.680.